From a dataset of Forward reaction prediction with 1.9M reactions from USPTO patents (1976-2016). Predict the product of the given reaction. (1) The product is: [CH2:13]([O:15][C:16](=[O:27])[CH:17]([CH3:26])[CH2:18][C:19]1[CH:20]=[CH:21][C:22]([O:25][CH2:2][C:3]2[C:4]([S:9][CH:10]([CH3:12])[CH3:11])=[N:5][CH:6]=[CH:7][CH:8]=2)=[CH:23][CH:24]=1)[CH3:14]. Given the reactants Cl[CH2:2][C:3]1[C:4]([S:9][CH:10]([CH3:12])[CH3:11])=[N:5][CH:6]=[CH:7][CH:8]=1.[CH2:13]([O:15][C:16](=[O:27])[CH:17]([CH3:26])[CH2:18][C:19]1[CH:24]=[CH:23][C:22]([OH:25])=[CH:21][CH:20]=1)[CH3:14], predict the reaction product. (2) Given the reactants I[C:2]1[N:10]=[C:9]2[C:5]([N:6]=[CH:7][N:8]2[CH2:11][O:12][CH2:13][CH2:14][Si:15]([CH3:18])([CH3:17])[CH3:16])=[C:4]([NH:19][C:20]2[CH:25]=[CH:24][C:23]([N:26]3[CH2:31][CH2:30][N:29]([CH:32]4[CH2:35][O:34][CH2:33]4)[CH2:28][CH2:27]3)=[CH:22][CH:21]=2)[N:3]=1.[C:36]([O:39][CH2:40][C:41]1[C:46]([N:47]2[CH2:58][CH2:57][N:56]3[C:49](=[CH:50][C:51]4[CH2:52][C:53]([CH3:60])([CH3:59])[CH2:54][C:55]=43)[C:48]2=[O:61])=[CH:45][C:44]([F:62])=[CH:43][C:42]=1B1OC(C)(C)C(C)(C)O1)(=[O:38])[CH3:37].[O-]P([O-])([O-])=O.[K+].[K+].[K+].C([O-])(=O)C.[Na+], predict the reaction product. The product is: [C:36]([O:39][CH2:40][C:41]1[C:42]([C:2]2[N:10]=[C:9]3[C:5]([N:6]=[CH:7][N:8]3[CH2:11][O:12][CH2:13][CH2:14][Si:15]([CH3:18])([CH3:17])[CH3:16])=[C:4]([NH:19][C:20]3[CH:25]=[CH:24][C:23]([N:26]4[CH2:31][CH2:30][N:29]([CH:32]5[CH2:35][O:34][CH2:33]5)[CH2:28][CH2:27]4)=[CH:22][CH:21]=3)[N:3]=2)=[CH:43][C:44]([F:62])=[CH:45][C:46]=1[N:47]1[CH2:58][CH2:57][N:56]2[C:49](=[CH:50][C:51]3[CH2:52][C:53]([CH3:60])([CH3:59])[CH2:54][C:55]=32)[C:48]1=[O:61])(=[O:38])[CH3:37]. (3) Given the reactants [F-].C([N+](CCCC)(CCCC)CCCC)CCC.[Br:19][C:20]1[CH:68]=[CH:67][C:23]([O:24][CH2:25][C:26]([NH:28][CH2:29][C@@H:30]([C:39]2[CH:44]=[CH:43][C:42]([O:45][CH2:46][O:47][CH2:48][CH2:49][Si:50]([CH3:53])([CH3:52])[CH3:51])=[C:41]([N:54]([S:63]([CH3:66])(=[O:65])=[O:64])[CH2:55][O:56][CH2:57][CH2:58][Si:59]([CH3:62])([CH3:61])[CH3:60])[CH:40]=2)[O:31][Si](CC)(CC)CC)=[O:27])=[CH:22][CH:21]=1, predict the reaction product. The product is: [Br:19][C:20]1[CH:21]=[CH:22][C:23]([O:24][CH2:25][C:26]([NH:28][CH2:29][C@H:30]([OH:31])[C:39]2[CH:44]=[CH:43][C:42]([O:45][CH2:46][O:47][CH2:48][CH2:49][Si:50]([CH3:53])([CH3:52])[CH3:51])=[C:41]([N:54]([S:63]([CH3:66])(=[O:65])=[O:64])[CH2:55][O:56][CH2:57][CH2:58][Si:59]([CH3:60])([CH3:61])[CH3:62])[CH:40]=2)=[O:27])=[CH:67][CH:68]=1. (4) Given the reactants [C:1]([CH:4]([CH2:28][CH2:29][CH2:30][C:31]1[CH:36]=[CH:35][CH:34]=[CH:33][CH:32]=1)[C:5]([NH:7][CH:8]([C:10]1[C:11](=[O:27])[NH:12][C:13]([CH2:16][C:17]2[C:26]3[C:21](=[CH:22][CH:23]=[CH:24][CH:25]=3)[CH:20]=[CH:19][CH:18]=2)=[N:14][N:15]=1)[CH3:9])=O)(=[O:3])[CH3:2].P(Cl)(Cl)(Cl)=O, predict the reaction product. The product is: [C:1]([CH:4]([C:5]1[N:15]2[C:10]([C:11](=[O:27])[NH:12][C:13]([CH2:16][C:17]3[C:26]4[C:21](=[CH:22][CH:23]=[CH:24][CH:25]=4)[CH:20]=[CH:19][CH:18]=3)=[N:14]2)=[C:8]([CH3:9])[N:7]=1)[CH2:28][CH2:29][CH2:30][C:31]1[CH:36]=[CH:35][CH:34]=[CH:33][CH:32]=1)(=[O:3])[CH3:2]. (5) Given the reactants [C:1]([O:4][C:5]([CH3:8])([CH3:7])[CH3:6])(=[O:3])[CH3:2].C[Si](C)(C)[N-][Si](C)(C)C.[Li+].[O:19]1[C:23]2([CH2:28][CH2:27][CH:26]([C:29]3[CH:38]=[CH:37][C:32]([C:33](OC)=[O:34])=[CH:31][N:30]=3)[CH2:25][CH2:24]2)[O:22][CH2:21][CH2:20]1, predict the reaction product. The product is: [O:19]1[C:23]2([CH2:24][CH2:25][CH:26]([C:29]3[N:30]=[CH:31][C:32]([C:33](=[O:34])[CH2:2][C:1]([O:4][C:5]([CH3:8])([CH3:7])[CH3:6])=[O:3])=[CH:37][CH:38]=3)[CH2:27][CH2:28]2)[O:22][CH2:21][CH2:20]1. (6) Given the reactants [CH2:1]([O:4][CH2:5][C:6]([CH2:17][OH:18])([CH2:12][O:13][CH2:14][CH:15]=[CH2:16])[CH2:7][O:8][CH2:9][CH:10]=[CH2:11])[CH:2]=[CH2:3].[H-].[Na+].[CH2:21](Br)[CH:22]=[CH2:23], predict the reaction product. The product is: [CH2:9]([O:8][CH2:7][C:6]([CH2:17][O:18][CH2:23][CH:22]=[CH2:21])([CH2:12][O:13][CH2:14][CH:15]=[CH2:16])[CH2:5][O:4][CH2:1][CH:2]=[CH2:3])[CH:10]=[CH2:11].